From a dataset of Catalyst prediction with 721,799 reactions and 888 catalyst types from USPTO. Predict which catalyst facilitates the given reaction. (1) Reactant: Br[C:2]1[C:7]([Br:8])=[CH:6][CH:5]=[CH:4][N:3]=1.[C:9]1([CH2:15][C:16]#[N:17])[CH:14]=[CH:13][CH:12]=[CH:11][CH:10]=1.CC(C)([O-])C.[K+].CCOC(C)=O. Product: [Br:8][C:7]1[C:2]([CH:15]([C:9]2[CH:14]=[CH:13][CH:12]=[CH:11][CH:10]=2)[C:16]#[N:17])=[N:3][CH:4]=[CH:5][CH:6]=1. The catalyst class is: 179. (2) Reactant: [CH:1]1([S:4]([C:7]2[CH:12]=[CH:11][C:10]([CH:13]([C:21]3[NH:25][C:24]([C:26]4[S:27][C:28]([CH2:31][OH:32])=[CH:29][N:30]=4)=[CH:23][CH:22]=3)[CH2:14][CH:15]3[CH2:20][CH2:19][O:18][CH2:17][CH2:16]3)=[CH:9][CH:8]=2)(=[O:6])=[O:5])[CH2:3][CH2:2]1.CC(OI1(OC(C)=O)(OC(C)=O)OC(=O)C2C=CC=CC1=2)=O.C(=O)([O-])O.[Na+]. Product: [CH:1]1([S:4]([C:7]2[CH:12]=[CH:11][C:10]([CH:13]([C:21]3[NH:25][C:24]([C:26]4[S:27][C:28]([CH:31]=[O:32])=[CH:29][N:30]=4)=[CH:23][CH:22]=3)[CH2:14][CH:15]3[CH2:16][CH2:17][O:18][CH2:19][CH2:20]3)=[CH:9][CH:8]=2)(=[O:5])=[O:6])[CH2:3][CH2:2]1. The catalyst class is: 10. (3) Reactant: [H-].[H-].[H-].[H-].[Li+].[Al+3].[Br:7][C:8]1[CH:9]=[C:10]([O:19][CH:20]([CH3:22])[CH3:21])[C:11]([CH3:18])=[C:12]([CH:17]=1)[C:13](OC)=[O:14]. Product: [Br:7][C:8]1[CH:9]=[C:10]([O:19][CH:20]([CH3:22])[CH3:21])[C:11]([CH3:18])=[C:12]([CH2:13][OH:14])[CH:17]=1. The catalyst class is: 1. (4) Reactant: [C:1]1([S:7]([N:10]2[C:14]3=[N:15][CH:16]=[C:17]([C:19]4[C:23]([C:24]5[CH:29]=[CH:28][N:27]=[C:26](S(C)(=O)=O)[N:25]=5)=[CH:22][N:21]([CH2:34][C:35]#[N:36])[N:20]=4)[CH:18]=[C:13]3[CH:12]=[CH:11]2)(=[O:9])=[O:8])[CH:6]=[CH:5][CH:4]=[CH:3][CH:2]=1.[NH2:37][CH2:38][C@@H:39]([OH:41])[CH3:40]. Product: [C:1]1([S:7]([N:10]2[C:14]3=[N:15][CH:16]=[C:17]([C:19]4[C:23]([C:24]5[CH:29]=[CH:28][N:27]=[C:26]([NH:37][CH2:38][C@@H:39]([OH:41])[CH3:40])[N:25]=5)=[CH:22][N:21]([CH2:34][C:35]#[N:36])[N:20]=4)[CH:18]=[C:13]3[CH:12]=[CH:11]2)(=[O:8])=[O:9])[CH:2]=[CH:3][CH:4]=[CH:5][CH:6]=1. The catalyst class is: 1. (5) Reactant: [CH3:1][C:2]1([CH3:21])[CH:11]([N:12]2[C:16]([C:17](O)=[O:18])=[CH:15][N:14]=[CH:13]2)[C:10]2[C:5](=[CH:6][CH:7]=[CH:8][CH:9]=2)[C:4](=[O:20])[O:3]1.C(Cl)(=O)C(Cl)=O.O[NH:29][C:30](=[NH:32])[CH3:31]. The catalyst class is: 526. Product: [CH3:21][C:2]1([CH3:1])[CH:11]([N:12]2[C:16]([C:17]3[O:18][N:32]=[C:30]([CH3:31])[N:29]=3)=[CH:15][N:14]=[CH:13]2)[C:10]2[C:5](=[CH:6][CH:7]=[CH:8][CH:9]=2)[C:4](=[O:20])[O:3]1. (6) Reactant: [C:1]([O:5][C:6](=[O:26])[CH2:7][C@H:8]([NH:15][S:16]([C:19]1[CH:24]=[CH:23][CH:22]=[CH:21][C:20]=1[OH:25])(=[O:18])=[O:17])[C:9]([N:11]([O:13][CH3:14])[CH3:12])=[O:10])([CH3:4])([CH3:3])[CH3:2].[CH:27]1[C:36]2[C:31](=[CH:32][CH:33]=[CH:34][CH:35]=2)[C:30]([CH2:37][CH2:38][OH:39])=[CH:29][N:28]=1.[C:40]1([P:46]([C:53]2[CH:58]=[CH:57][CH:56]=[CH:55][CH:54]=2)[C:47]2[CH:52]=[CH:51][CH:50]=[CH:49][CH:48]=2)[CH:45]=[CH:44][CH:43]=[CH:42][CH:41]=1.N(C(OCC)=O)=NC(OCC)=O. Product: [C:1]([O:5][C:6](=[O:26])[CH2:7][C@H:8]([NH:15][S:16]([C:19]1[CH:24]=[CH:23][CH:22]=[CH:21][C:20]=1[O:25][CH2:38][CH2:37][C:30]1[C:31]2[C:36](=[CH:35][CH:34]=[CH:33][CH:32]=2)[CH:27]=[N:28][CH:29]=1)(=[O:18])=[O:17])[C:9]([N:11]([O:13][CH3:14])[CH3:12])=[O:10])([CH3:4])([CH3:2])[CH3:3].[C:53]1([P:46](=[O:39])([C:40]2[CH:41]=[CH:42][CH:43]=[CH:44][CH:45]=2)[C:47]2[CH:52]=[CH:51][CH:50]=[CH:49][CH:48]=2)[CH:54]=[CH:55][CH:56]=[CH:57][CH:58]=1. The catalyst class is: 1. (7) Reactant: [CH3:1][O:2][C:3]1[CH:8]=[CH:7][C:6]([C:9]2[NH:14][C:13](=[O:15])[CH:12]=[N:11][C:10]=2[CH3:16])=[C:5]([CH3:17])[CH:4]=1.[Br-].[Li+].[CH3:20][Si]([N-][Si](C)(C)C)(C)C.[Na+].CI.Cl. Product: [CH3:1][O:2][C:3]1[CH:8]=[CH:7][C:6]([C:9]2[N:14]([CH3:20])[C:13](=[O:15])[CH:12]=[N:11][C:10]=2[CH3:16])=[C:5]([CH3:17])[CH:4]=1. The catalyst class is: 35. (8) Reactant: [N+:1]([C:4]1[CH:9]=[CH:8][C:7]([C:10](=O)[CH3:11])=[CH:6][CH:5]=1)([O-:3])=[O:2].CO[CH:15](OC)[NH2:16].O.[NH2:20]N. Product: [N+:1]([C:4]1[CH:9]=[CH:8][C:7]([C:10]2[NH:20][N:16]=[CH:15][CH:11]=2)=[CH:6][CH:5]=1)([O-:3])=[O:2]. The catalyst class is: 9. (9) Reactant: [NH:1]1[CH2:5][CH2:4][C@@H:3]([OH:6])[CH2:2]1.Cl[C:8]1[CH:17]=[CH:16][C:15]2[C:10](=[CH:11][CH:12]=[C:13]([Cl:19])[C:14]=2[NH2:18])[N:9]=1.C(N(CC)CC)C. Product: [NH2:18][C:14]1[C:13]([Cl:19])=[CH:12][CH:11]=[C:10]2[C:15]=1[CH:16]=[CH:17][C:8]([N:1]1[CH2:5][CH2:4][C@@H:3]([OH:6])[CH2:2]1)=[N:9]2. The catalyst class is: 10.